From a dataset of Full USPTO retrosynthesis dataset with 1.9M reactions from patents (1976-2016). Predict the reactants needed to synthesize the given product. (1) Given the product [CH3:30][C:29]1[N:25]([C:22]2[CH:23]=[CH:24][C:19]([CH2:18][CH2:17][NH:16][C:14]([NH:50][S:47]([C:43]3[CH:44]=[CH:45][CH:46]=[C:41]([S:51]([NH2:54])(=[O:53])=[O:52])[CH:42]=3)(=[O:49])=[O:48])=[O:15])=[CH:20][CH:21]=2)[N:26]=[C:27]([C:37]([F:38])([F:39])[F:40])[C:28]=1[C:31]1[CH:36]=[CH:35][CH:34]=[CH:33][CH:32]=1, predict the reactants needed to synthesize it. The reactants are: [Na].FC1C=C(F)C=CC=1S(N[C:14]([NH:16][CH2:17][CH2:18][C:19]1[CH:24]=[CH:23][C:22]([N:25]2[C:29]([CH3:30])=[C:28]([C:31]3[CH:36]=[CH:35][CH:34]=[CH:33][CH:32]=3)[C:27]([C:37]([F:40])([F:39])[F:38])=[N:26]2)=[CH:21][CH:20]=1)=[O:15])(=O)=O.[C:41]1([S:51]([NH2:54])(=[O:53])=[O:52])[CH:46]=[CH:45][CH:44]=[C:43]([S:47]([NH2:50])(=[O:49])=[O:48])[CH:42]=1. (2) The reactants are: [NH:1]([C:15]([O:17][C:18]([CH3:21])([CH3:20])[CH3:19])=[O:16])[C@@H:2]([C:8]([O:10][C:11]([CH3:14])([CH3:13])[CH3:12])=[O:9])[CH2:3][CH2:4][C:5](=[O:7])O.ON1C(=O)CCC1=O.CCN=C=NCCCN(C)C.Cl.Cl.CCN(C(C)C)C(C)C.[NH2:52][C@@H:53]([C:64]([O:66][CH:67]([CH3:69])[CH3:68])=[O:65])[CH2:54][C:55]1[C:63]2[C:58](=[CH:59][CH:60]=[CH:61][CH:62]=2)[NH:57][CH:56]=1.Cl. Given the product [NH:1]([C:15]([O:17][C:18]([CH3:21])([CH3:20])[CH3:19])=[O:16])[C@@H:2]([C:8]([O:10][C:11]([CH3:14])([CH3:13])[CH3:12])=[O:9])[CH2:3][CH2:4][C:5]([NH:52][C@@H:53]([C:64]([O:66][CH:67]([CH3:69])[CH3:68])=[O:65])[CH2:54][C:55]1[C:63]2[C:58](=[CH:59][CH:60]=[CH:61][CH:62]=2)[NH:57][CH:56]=1)=[O:7], predict the reactants needed to synthesize it. (3) Given the product [CH3:32][S:33]([O:36][C:37]1[CH:42]=[CH:41][CH:40]=[CH:39][C:38]=1[O:43][CH2:12][CH2:13][NH:14][C:15]1[C:16](=[O:31])[N:17]([CH:28]([CH3:29])[CH3:30])[S:18](=[O:26])(=[O:27])[C:19]=1[C:20]1[CH:21]=[CH:22][CH:23]=[CH:24][CH:25]=1)(=[O:35])=[O:34], predict the reactants needed to synthesize it. The reactants are: CC1C=CC(S(O[CH2:12][CH2:13][NH:14][C:15]2[C:16](=[O:31])[N:17]([CH:28]([CH3:30])[CH3:29])[S:18](=[O:27])(=[O:26])[C:19]=2[C:20]2[CH:25]=[CH:24][CH:23]=[CH:22][CH:21]=2)(=O)=O)=CC=1.[CH3:32][S:33]([O:36][C:37]1[CH:42]=[CH:41][CH:40]=[CH:39][C:38]=1[OH:43])(=[O:35])=[O:34].C(=O)([O-])[O-].[K+].[K+]. (4) Given the product [Cl:1][C:2]1[CH:3]=[C:4]([NH:9][C:10]([C:12]2[C:16]([CH2:17][NH:19][C:20]3[NH:24][N:23]=[N:22][N:21]=3)=[N:15][O:14][N:13]=2)=[O:11])[CH:5]=[CH:6][C:7]=1[F:8], predict the reactants needed to synthesize it. The reactants are: [Cl:1][C:2]1[CH:3]=[C:4]([NH:9][C:10]([C:12]2[C:16]([CH:17]=O)=[N:15][O:14][N:13]=2)=[O:11])[CH:5]=[CH:6][C:7]=1[F:8].[NH2:19][C:20]1[NH:24][N:23]=[N:22][N:21]=1.S([O-])([O-])(=O)=O.[Na+].[Na+].[BH4-].[Na+].[BH4-].[Li+].